Dataset: Forward reaction prediction with 1.9M reactions from USPTO patents (1976-2016). Task: Predict the product of the given reaction. (1) The product is: [CH3:17][N:18]([CH2:20][CH2:21][O:15][C:14](=[O:16])[C@H:12]([CH3:13])[NH:11][C:9](=[O:10])[CH2:8][C:4]1[CH:5]=[CH:6][CH:7]=[C:2]([Cl:1])[CH:3]=1)[CH3:19]. Given the reactants [Cl:1][C:2]1[CH:3]=[C:4]([CH2:8][C:9]([NH:11][C@H:12]([C:14]([OH:16])=[O:15])[CH3:13])=[O:10])[CH:5]=[CH:6][CH:7]=1.[CH3:17][N:18]([CH2:20][CH2:21]O)[CH3:19], predict the reaction product. (2) Given the reactants [CH3:1][S:2]([O:5]S(C)(=O)=O)(=[O:4])=[O:3].[N+:10]([C:13]1[CH:14]=[CH:15][C:16]([CH2:19]O)=[N:17][CH:18]=1)([O-:12])=[O:11].C(N(CC)CC)C, predict the reaction product. The product is: [N+:10]([C:13]1[CH:14]=[CH:15][C:16]([CH2:19][O:5][S:2]([CH3:1])(=[O:4])=[O:3])=[N:17][CH:18]=1)([O-:12])=[O:11].